From a dataset of Catalyst prediction with 721,799 reactions and 888 catalyst types from USPTO. Predict which catalyst facilitates the given reaction. (1) Reactant: [F:1][C:2]([F:31])([F:30])[C:3]([C:12]1[CH:17]=[CH:16][C:15]([O:18][C:19]2[CH:24]=[CH:23][C:22](I)=[C:21]([CH3:26])[CH:20]=2)=[C:14]([CH2:27][CH2:28][CH3:29])[CH:13]=1)([O:8][CH2:9][O:10][CH3:11])[C:4]([F:7])([F:6])[F:5].[CH:32](B1OC(C)(C)C(C)(C)O1)=[CH2:33].C(=O)([O-])[O-].[Na+].[Na+]. Product: [F:1][C:2]([F:31])([F:30])[C:3]([C:12]1[CH:17]=[CH:16][C:15]([O:18][C:19]2[CH:24]=[CH:23][C:22]([CH:32]=[CH2:33])=[C:21]([CH3:26])[CH:20]=2)=[C:14]([CH2:27][CH2:28][CH3:29])[CH:13]=1)([O:8][CH2:9][O:10][CH3:11])[C:4]([F:7])([F:6])[F:5]. The catalyst class is: 35. (2) Reactant: [CH3:1][N:2]([CH3:21])[CH2:3][C:4]([N:6]1[C:15]2[C:10](=[CH:11][C:12]([O:19][CH3:20])=[C:13]([N+:16]([O-])=O)[CH:14]=2)[CH2:9][CH2:8][CH2:7]1)=[O:5].[H][H]. Product: [CH3:21][N:2]([CH2:3][C:4]([N:6]1[C:15]2[C:10](=[CH:11][C:12]([O:19][CH3:20])=[C:13]([NH2:16])[CH:14]=2)[CH2:9][CH2:8][CH2:7]1)=[O:5])[CH3:1]. The catalyst class is: 19. (3) Reactant: [NH2:1][C:2]1[N:7]=[C:6]([NH:8][C:9]2[CH:10]=[CH:11][C:12]([NH:15]C(=O)C)=[N:13][CH:14]=2)[CH:5]=[C:4]([CH3:19])[N:3]=1.Cl.O. Product: [NH2:15][C:12]1[N:13]=[CH:14][C:9]([NH:8][C:6]2[CH:5]=[C:4]([CH3:19])[N:3]=[C:2]([NH2:1])[N:7]=2)=[CH:10][CH:11]=1. The catalyst class is: 169. (4) Reactant: C1C=CC(C2C=CC=CC=2)=CC=1.C1C=CC(OC2C=CC=CC=2)=CC=1.CC1(C)O[C:31](=[O:33])[C:30](=[CH:34][NH:35][C:36]2[CH:41]=[CH:40][C:39]([O:42][C:43](=[O:45])[CH3:44])=[C:38]([CH3:46])[CH:37]=2)C(=O)O1. Product: [CH3:46][C:38]1[C:39]([O:42][C:43](=[O:45])[CH3:44])=[CH:40][CH:41]=[C:36]2[C:37]=1[C:31](=[O:33])[CH:30]=[CH:34][NH:35]2. The catalyst class is: 28. (5) Reactant: [CH2:1]([O:3][C:4](=[O:8])[CH2:5][CH2:6][NH2:7])[CH3:2].CCN(CC)CC.[Cl:16][C:17]1[CH:18]=[C:19]([NH:23][C:24]2[O:25][C:26]([C:29]3[CH:34]=[CH:33][C:32]([CH:35]4[CH2:40][CH2:39][CH:38]([CH2:41][C:42](O)=[O:43])[CH2:37][CH2:36]4)=[CH:31][CH:30]=3)=[CH:27][N:28]=2)[CH:20]=[CH:21][CH:22]=1.CN(C(ON1N=NC2C=CC=NC1=2)=[N+](C)C)C.F[P-](F)(F)(F)(F)F.CCN(C(C)C)C(C)C. Product: [CH2:1]([O:3][C:4](=[O:8])[CH2:5][CH2:6][NH:7][C:42](=[O:43])[CH2:41][CH:38]1[CH2:37][CH2:36][CH:35]([C:32]2[CH:31]=[CH:30][C:29]([C:26]3[O:25][C:24]([NH:23][C:19]4[CH:20]=[CH:21][CH:22]=[C:17]([Cl:16])[CH:18]=4)=[N:28][CH:27]=3)=[CH:34][CH:33]=2)[CH2:40][CH2:39]1)[CH3:2]. The catalyst class is: 173. (6) Reactant: [Br:1][C:2]1[N:3]=[C:4]([NH:15][C@H:16]2[CH2:21][CH2:20][C@H:19]([O:22][CH3:23])[CH2:18][CH2:17]2)[C:5]([NH:8][CH2:9][C:10](OCC)=[O:11])=[N:6][CH:7]=1.CO.C(O)(C(F)(F)F)=O.C(=O)(O)[O-].[Na+]. Product: [Br:1][C:2]1[N:3]=[C:4]2[N:15]([C@H:16]3[CH2:21][CH2:20][C@H:19]([O:22][CH3:23])[CH2:18][CH2:17]3)[C:10](=[O:11])[CH2:9][NH:8][C:5]2=[N:6][CH:7]=1. The catalyst class is: 6. (7) Reactant: [C:1]([NH:9][C:10]1[N:15]=[CH:14][N:13]=[C:12]2[N:16]([C@@H:19]3[O:23][C@H:22](/[CH:24]=[CH:25]/[P:26](=[O:33])([O:30]CC)[O:27]CC)[C@@H:21]([OH:34])[C@H:20]3[OH:35])[N:17]=[CH:18][C:11]=12)(=[O:8])[C:2]1[CH:7]=[CH:6][CH:5]=[CH:4][CH:3]=1.N1C(C)=CC=CC=1C.[Si](I)(C)(C)C. Product: [C:1]([NH:9][C:10]1[N:15]=[CH:14][N:13]=[C:12]2[N:16]([C@@H:19]3[O:23][C@H:22](/[CH:24]=[CH:25]/[P:26](=[O:27])([OH:30])[OH:33])[C@@H:21]([OH:34])[C@H:20]3[OH:35])[N:17]=[CH:18][C:11]=12)(=[O:8])[C:2]1[CH:3]=[CH:4][CH:5]=[CH:6][CH:7]=1. The catalyst class is: 23.